Predict the product of the given reaction. From a dataset of Forward reaction prediction with 1.9M reactions from USPTO patents (1976-2016). (1) Given the reactants I[C:2]1[C:10]2[C:5](=[N:6][CH:7]=[C:8]([O:11][CH3:12])[CH:9]=2)[N:4]([Si:13]([CH:20]([CH3:22])[CH3:21])([CH:17]([CH3:19])[CH3:18])[CH:14]([CH3:16])[CH3:15])[CH:3]=1.C([Mg]Cl)(C)C.[C:28]([O:32][C:33](=[O:52])[N:34]([CH2:44][C:45]1[CH:50]=[CH:49][CH:48]=[CH:47][C:46]=1[Cl:51])[C:35]1[CH:40]=[CH:39][C:38]([CH:41]=[O:42])=[C:37]([F:43])[N:36]=1)([CH3:31])([CH3:30])[CH3:29].[Cl-].[NH4+], predict the reaction product. The product is: [C:28]([O:32][C:33](=[O:52])[N:34]([CH2:44][C:45]1[CH:50]=[CH:49][CH:48]=[CH:47][C:46]=1[Cl:51])[C:35]1[CH:40]=[CH:39][C:38]([CH:41]([OH:42])[C:2]2[C:10]3[C:5](=[N:6][CH:7]=[C:8]([O:11][CH3:12])[CH:9]=3)[N:4]([Si:13]([CH:20]([CH3:22])[CH3:21])([CH:17]([CH3:19])[CH3:18])[CH:14]([CH3:16])[CH3:15])[CH:3]=2)=[C:37]([F:43])[N:36]=1)([CH3:31])([CH3:29])[CH3:30]. (2) Given the reactants [CH3:1][N:2]([CH3:16])[C:3]1([C:10]2[CH:15]=[CH:14][CH:13]=[CH:12][CH:11]=2)[CH2:8][CH2:7][C:6](=O)[CH2:5][CH2:4]1.[NH2:17][C@@H:18]([CH2:24][C:25]1[C:33]2[C:28](=[CH:29][CH:30]=[CH:31][CH:32]=2)[NH:27][CH:26]=1)[C:19]([N:21]([CH3:23])[CH3:22])=[O:20].C(O)(=O)C.[O-]S([O-])(=O)=O.[Na+].[Na+].C([O-])(O)=O.[Na+], predict the reaction product. The product is: [CH3:1][N:2]([CH3:16])[C:3]1([C:10]2[CH:15]=[CH:14][CH:13]=[CH:12][CH:11]=2)[CH2:8][CH2:7][CH:6]([NH:17][C@@H:18]([CH2:24][C:25]2[C:33]3[C:28](=[CH:29][CH:30]=[CH:31][CH:32]=3)[NH:27][CH:26]=2)[C:19]([N:21]([CH3:23])[CH3:22])=[O:20])[CH2:5][CH2:4]1. (3) Given the reactants [NH2:1][CH2:2][CH2:3][O:4][C:5]1[C:10]([CH3:11])=[CH:9][C:8]([C:12]2[NH:21][C:20](=[O:22])[C:19]3[C:14](=[CH:15][C:16]([O:25][CH3:26])=[CH:17][C:18]=3[O:23][CH3:24])[N:13]=2)=[CH:7][C:6]=1[CH3:27].[C:28]1([CH3:37])[CH:33]=[CH:32][C:31]([C:34](Cl)=[O:35])=[CH:30][CH:29]=1.CCN(C(C)C)C(C)C, predict the reaction product. The product is: [CH3:24][O:23][C:18]1[CH:17]=[C:16]([O:25][CH3:26])[CH:15]=[C:14]2[C:19]=1[C:20](=[O:22])[NH:21][C:12]([C:8]1[CH:9]=[C:10]([CH3:11])[C:5]([O:4][CH2:3][CH2:2][NH:1][C:34](=[O:35])[C:31]3[CH:32]=[CH:33][C:28]([CH3:37])=[CH:29][CH:30]=3)=[C:6]([CH3:27])[CH:7]=1)=[N:13]2. (4) Given the reactants [Cl:1][C:2]1[CH:7]=[CH:6][C:5]([C:8]2([C:11]([OH:13])=O)[CH2:10][CH2:9]2)=[CH:4][CH:3]=1.[NH2:14][CH2:15][CH2:16][CH2:17][N:18]1[CH2:23][CH2:22][CH:21]([C:24]2[CH:25]=[C:26]([NH:30][C:31](=[O:35])[CH:32]([CH3:34])[CH3:33])[CH:27]=[CH:28][CH:29]=2)[CH2:20][CH2:19]1, predict the reaction product. The product is: [Cl:1][C:2]1[CH:3]=[CH:4][C:5]([C:8]2([C:11]([NH:14][CH2:15][CH2:16][CH2:17][N:18]3[CH2:23][CH2:22][CH:21]([C:24]4[CH:29]=[CH:28][CH:27]=[C:26]([NH:30][C:31](=[O:35])[CH:32]([CH3:33])[CH3:34])[CH:25]=4)[CH2:20][CH2:19]3)=[O:13])[CH2:9][CH2:10]2)=[CH:6][CH:7]=1. (5) Given the reactants [C:1]1([C:7](=O)[CH2:8][C:9]2[CH:14]=[CH:13][CH:12]=[CH:11][CH:10]=2)[CH:6]=[CH:5][CH:4]=[CH:3][CH:2]=1.[CH:16]([C:18]1[CH:26]=[CH:25][C:21]([C:22]([OH:24])=[O:23])=[CH:20][CH:19]=1)=O.[NH2:27][C:28]([NH2:30])=[O:29].Cl, predict the reaction product. The product is: [O:29]=[C:28]1[NH:30][CH:16]([C:18]2[CH:26]=[CH:25][C:21]([C:22]([OH:24])=[O:23])=[CH:20][CH:19]=2)[C:8]([C:9]2[CH:14]=[CH:13][CH:12]=[CH:11][CH:10]=2)=[C:7]([C:1]2[CH:6]=[CH:5][CH:4]=[CH:3][CH:2]=2)[NH:27]1. (6) The product is: [Cl:1][C:2]1[CH:3]=[C:4]2[C:8](=[CH:9][CH:10]=1)[NH:7][C:6](=[O:11])[C:5]2=[CH:12][C:14]1[O:18][C:17]([B:19]([OH:21])[OH:20])=[CH:16][CH:15]=1. Given the reactants [Cl:1][C:2]1[CH:3]=[C:4]2[C:8](=[CH:9][CH:10]=1)[NH:7][C:6](=[O:11])[CH2:5]2.[CH:12]([C:14]1[O:18][C:17]([B:19]([OH:21])[OH:20])=[CH:16][CH:15]=1)=O.N1CCCCC1, predict the reaction product.